Dataset: hERG Central: cardiac toxicity at 1µM, 10µM, and general inhibition. Task: Predict hERG channel inhibition at various concentrations. (1) The molecule is FC(F)Oc1ccc(-c2c[n+]3c(n2-c2ccccc2)CCCCC3)cc1. Results: hERG_inhib (hERG inhibition (general)): blocker. (2) Results: hERG_inhib (hERG inhibition (general)): blocker. The drug is CC(C)C[C@H]1CN=C(Nc2ccccc2)N1CCC1CCCC1. (3) The drug is COCCCn1c(=N)c(C(=O)NC2CCCCC2)cc2c(=O)n3ccccc3nc21. Results: hERG_inhib (hERG inhibition (general)): blocker. (4) The drug is CCOC(=O)Cn1c(=N)n(CCOc2ccc(Br)cc2)c2ccccc21.Cl. Results: hERG_inhib (hERG inhibition (general)): blocker.